From a dataset of Forward reaction prediction with 1.9M reactions from USPTO patents (1976-2016). Predict the product of the given reaction. (1) Given the reactants [CH2:1]([CH:4]1[CH2:8][N:7]([CH2:9][C:10]2[CH:15]=[CH:14][N:13]=[C:12]3[NH:16][CH:17]=[CH:18][C:11]=23)[C:6](=[O:19])[CH2:5]1)[CH2:2][CH3:3].[Br-].[Br:21][C:22]1[CH:27]=[CH:26][N:25]=[C:24]2[N:28]([Si](C(C)C)(C(C)C)C(C)C)[CH:29]=[CH:30][C:23]=12.C([Si](C(C)C)(C(C)C)N1C2N=CC=C(C=O)C=2C=C1)(C)C.C(C1CN(CC2C=CN=C3N([Si](C(C)C)(C(C)C)C(C)C)C=CC=23)C(=O)C1)CC, predict the reaction product. The product is: [Br:21][C:22]1[CH:27]=[CH:26][N:25]=[C:24]2[NH:28][CH:29]=[CH:30][C:23]=12.[CH2:1]([CH:4]1[CH2:8][N:7]([CH2:9][C:10]2[CH:15]=[CH:14][N:13]=[C:12]3[NH:16][CH:17]=[CH:18][C:11]=23)[C:6](=[O:19])[CH2:5]1)[CH2:2][CH3:3]. (2) Given the reactants [CH3:1][O:2][CH2:3][CH2:4][O:5][C:6]1[C:7]([NH:19][C:20]([NH2:22])=[S:21])=[N:8][CH:9]=[C:10]([O:12][C:13]2[CH:14]=[N:15][CH:16]=[CH:17][CH:18]=2)[CH:11]=1.Cl[CH2:24][CH:25]=O, predict the reaction product. The product is: [CH3:1][O:2][CH2:3][CH2:4][O:5][C:6]1[C:7]([NH:19][C:20]2[S:21][CH:24]=[CH:25][N:22]=2)=[N:8][CH:9]=[C:10]([O:12][C:13]2[CH:14]=[N:15][CH:16]=[CH:17][CH:18]=2)[CH:11]=1. (3) Given the reactants NCC1CCC(N(C)C)(C2C=CC=CC=2)CC1.[Cl-].COC1N=C(OC)N=C([N+]2(C)CCOCC2)N=1.N1C2C(=CC=CC=2)C(CCC(O)=O)=C1.[CH3:50][N:51]([CH3:79])[C:52]1([C:73]2[CH:78]=[CH:77][CH:76]=[CH:75][CH:74]=2)[CH2:57][CH2:56][CH:55]([CH2:58][NH:59][C:60](=[O:72])[CH:61]([C:63]2[C:71]3[C:66](=[CH:67][CH:68]=[CH:69][CH:70]=3)[NH:65][CH:64]=2)[CH3:62])[CH2:54][CH2:53]1.[Cl:80][Si](C)(C)C, predict the reaction product. The product is: [ClH:80].[CH3:79][N:51]([CH3:50])[C:52]1([C:73]2[CH:78]=[CH:77][CH:76]=[CH:75][CH:74]=2)[CH2:57][CH2:56][CH:55]([CH2:58][NH:59][C:60](=[O:72])[CH:61]([C:63]2[C:71]3[C:66](=[CH:67][CH:68]=[CH:69][CH:70]=3)[NH:65][CH:64]=2)[CH3:62])[CH2:54][CH2:53]1. (4) Given the reactants C(Cl)(=O)C(Cl)=O.CS(C)=O.[Cl:11][C:12]1[CH:13]=[C:14]([CH2:21][OH:22])[C:15]([CH2:19][OH:20])=[CH:16][C:17]=1[Cl:18].C(N(CC)CC)C, predict the reaction product. The product is: [Cl:11][C:12]1[CH:13]=[C:14]([CH:21]=[O:22])[C:15]([CH:19]=[O:20])=[CH:16][C:17]=1[Cl:18]. (5) Given the reactants C(N1C=CN=C1)(N1C=CN=C1)=O.[CH2:13]([N:15]1[CH:20]=[C:19]([C:21]([OH:23])=O)[C:18](=[O:24])[C:17]2[CH:25]=[C:26]([I:28])[S:27][C:16]1=2)[CH3:14].[Cl:29][C:30]1[CH:37]=[CH:36][C:33]([CH2:34][NH2:35])=[CH:32][CH:31]=1.CC(O)=O, predict the reaction product. The product is: [Cl:29][C:30]1[CH:37]=[CH:36][C:33]([CH2:34][NH:35][C:21]([C:19]2[C:18](=[O:24])[C:17]3[CH:25]=[C:26]([I:28])[S:27][C:16]=3[N:15]([CH2:13][CH3:14])[CH:20]=2)=[O:23])=[CH:32][CH:31]=1.